Predict the product of the given reaction. From a dataset of Forward reaction prediction with 1.9M reactions from USPTO patents (1976-2016). Given the reactants C(OC([N:8]1[CH2:13][CH2:12][CH:11]([CH2:14][CH2:15][C:16]([N:18]2[CH2:23][CH2:22][CH2:21][C@@H:20]([C:24]([NH:26][CH2:27][C@H:28]([NH2:32])[C:29]([OH:31])=[O:30])=[O:25])[CH2:19]2)=[O:17])[CH2:10][CH2:9]1)=O)(C)(C)C.[SiH3]C[C:35](N)=[O:36].CN1CCOCC1.[CH:45]1([CH2:48][OH:49])[CH2:47][CH2:46]1.[Cl:50][C:51](Cl)([O:53]C(=O)OC(Cl)(Cl)Cl)Cl.OS([O-])(=O)=O.[K+], predict the reaction product. The product is: [Cl:50][C:51]([O:25][CH2:24][CH:20]1[CH2:21][CH2:22]1)=[O:53].[NH:8]1[CH2:9][CH2:10][CH:11]([CH2:14][CH2:15][C:16]([N:18]2[CH2:23][CH2:22][CH2:21][C@@H:20]([C:24]([NH:26][CH2:27][C@H:28]([NH:32][C:35]([O:49][CH2:48][CH:45]3[CH2:47][CH2:46]3)=[O:36])[C:29]([OH:31])=[O:30])=[O:25])[CH2:19]2)=[O:17])[CH2:12][CH2:13]1.